Dataset: Catalyst prediction with 721,799 reactions and 888 catalyst types from USPTO. Task: Predict which catalyst facilitates the given reaction. (1) Reactant: F[C:2]1[CH:10]=[CH:9][C:8]([CH2:11][C:12]2[C:21]3[C:16](=[CH:17][CH:18]=[CH:19][CH:20]=3)[C:15](=[O:22])[NH:14][N:13]=2)=[CH:7][C:3]=1[C:4]([OH:6])=O.[CH3:23][O:24][CH:25]1[CH2:30][CH2:29][NH:28][CH2:27][CH2:26]1.C(N(CC)CC)C. Product: [CH3:23][O:24][CH:25]1[CH2:30][CH2:29][N:28]([C:4]([C:3]2[CH:7]=[C:8]([CH:9]=[CH:10][CH:2]=2)[CH2:11][C:12]2[C:21]3[C:16](=[CH:17][CH:18]=[CH:19][CH:20]=3)[C:15](=[O:22])[NH:14][N:13]=2)=[O:6])[CH2:27][CH2:26]1. The catalyst class is: 3. (2) Reactant: [F:1][C:2]1[C:7]([F:8])=[CH:6][C:5]([O:9][CH3:10])=[CH:4][C:3]=1[CH2:11]O.C1C=CC(P([N:27]=[N+:28]=[N-:29])(C2C=CC=CC=2)=O)=CC=1.C1CCN2C(=NCCC2)CC1. Product: [N:27]([CH2:11][C:3]1[CH:4]=[C:5]([O:9][CH3:10])[CH:6]=[C:7]([F:8])[C:2]=1[F:1])=[N+:28]=[N-:29]. The catalyst class is: 260. (3) Reactant: [C:1]([N:4]1[C:13]2[C:8](=[CH:9][C:10]([C:14]3[N:15]=[N:16][N:17]([CH2:19][CH2:20][O:21][Si](C(C)(C)C)(C)C)[CH:18]=3)=[CH:11][CH:12]=2)[C@H:7]([NH:29][C:30]2[CH:35]=[CH:34][C:33]([CH3:36])=[CH:32][N:31]=2)[CH2:6][C@@H:5]1[CH3:37])(=[O:3])[CH3:2].CCCC[N+](CCCC)(CCCC)CCCC.[F-]. Product: [C:1]([N:4]1[C:13]2[C:8](=[CH:9][C:10]([C:14]3[N:15]=[N:16][N:17]([CH2:19][CH2:20][OH:21])[CH:18]=3)=[CH:11][CH:12]=2)[C@H:7]([NH:29][C:30]2[CH:35]=[CH:34][C:33]([CH3:36])=[CH:32][N:31]=2)[CH2:6][C@@H:5]1[CH3:37])(=[O:3])[CH3:2]. The catalyst class is: 7. (4) Reactant: [Cl:1][C:2]1[CH:3]=[C:4]([CH:10]=[C:11]([N:13]([CH:15]([CH3:17])[CH3:16])[CH3:14])[N:12]=1)[C:5](OCC)=[O:6].O.[NH2:19][NH2:20]. Product: [Cl:1][C:2]1[CH:3]=[C:4]([CH:10]=[C:11]([N:13]([CH:15]([CH3:17])[CH3:16])[CH3:14])[N:12]=1)[C:5]([NH:19][NH2:20])=[O:6]. The catalyst class is: 14. (5) Reactant: [CH2:1]([NH2:4])[CH2:2][CH3:3].C[Al](C)C.[CH2:9]([C:12]1[N:13]([CH2:25][CH2:26][CH2:27][C:28](OCC)=[O:29])[C:14]2[C:23]3[CH:22]=[CH:21][CH:20]=[CH:19][C:18]=3[N:17]=[CH:16][C:15]=2[N:24]=1)[CH2:10][CH3:11]. Product: [CH2:1]([NH:4][C:28](=[O:29])[CH2:27][CH2:26][CH2:25][N:13]1[C:14]2[C:23]3[CH:22]=[CH:21][CH:20]=[CH:19][C:18]=3[N:17]=[CH:16][C:15]=2[N:24]=[C:12]1[CH2:9][CH2:10][CH3:11])[CH2:2][CH3:3]. The catalyst class is: 426. (6) Reactant: Br[C:2]1[CH:3]=[CH:4][C:5]2[S:9][C:8](=[O:10])[N:7]([CH2:11][CH2:12][O:13][CH3:14])[C:6]=2[CH:15]=1.[CH3:16][C:17]1([CH3:33])[C:21]([CH3:23])([CH3:22])[O:20][B:19]([B:19]2[O:20][C:21]([CH3:23])([CH3:22])[C:17]([CH3:33])([CH3:16])[O:18]2)[O:18]1.C([O-])(=O)C.[K+]. Product: [CH3:14][O:13][CH2:12][CH2:11][N:7]1[C:6]2[CH:15]=[C:2]([B:19]3[O:20][C:21]([CH3:23])([CH3:22])[C:17]([CH3:33])([CH3:16])[O:18]3)[CH:3]=[CH:4][C:5]=2[S:9][C:8]1=[O:10]. The catalyst class is: 10. (7) Reactant: [NH2:1][C:2]1[N:7]=[CH:6][C:5](/[CH:8]=[CH:9]/[C:10]([O:12][CH3:13])=[O:11])=[CH:4][CH:3]=1. Product: [NH2:1][C:2]1[N:7]=[CH:6][C:5]([CH2:8][CH2:9][C:10]([O:12][CH3:13])=[O:11])=[CH:4][CH:3]=1. The catalyst class is: 129.